Dataset: Peptide-MHC class I binding affinity with 185,985 pairs from IEDB/IMGT. Task: Regression. Given a peptide amino acid sequence and an MHC pseudo amino acid sequence, predict their binding affinity value. This is MHC class I binding data. The peptide sequence is SPSKLASAI. The MHC is HLA-B35:01 with pseudo-sequence HLA-B35:01. The binding affinity (normalized) is 0.574.